Dataset: Full USPTO retrosynthesis dataset with 1.9M reactions from patents (1976-2016). Task: Predict the reactants needed to synthesize the given product. (1) Given the product [Cl:20][C:16]1[C:15]([CH3:21])=[N:14][C:13]2[N:18]([N:19]=[C:11]3[CH2:10][NH:9][CH2:22][C:12]3=2)[CH:17]=1, predict the reactants needed to synthesize it. The reactants are: Cl.C(OC([N:9]1[CH2:22][C:12]2=[C:13]3[N:18]([N:19]=[C:11]2[CH2:10]1)[CH:17]=[C:16]([Cl:20])[C:15]([CH3:21])=[N:14]3)=O)(C)(C)C. (2) Given the product [CH3:20][O:21][C:22]([C:23]1[CH:24]=[C:25]([OH:27])[C:34]2[C:29](=[C:30]([N+:41]([O-:43])=[O:42])[CH:31]=[C:32]([C:35]3[CH:40]=[CH:39][CH:38]=[CH:37][CH:36]=3)[CH:33]=2)[N:28]=1)=[O:44], predict the reactants needed to synthesize it. The reactants are: BrC1C=CC(NC(=CC([O-])=O)C(OC)=O)=C(OC)C=1.[CH3:20][O:21][C:22](=[O:44])[C:23]([NH:28][C:29]1[CH:34]=[CH:33][C:32]([C:35]2[CH:40]=[CH:39][CH:38]=[CH:37][CH:36]=2)=[CH:31][C:30]=1[N+:41]([O-:43])=[O:42])=[CH:24][C:25]([O-:27])=O. (3) Given the product [NH2:3][C@H:12]([CH:33]([CH3:34])[CH3:35])[C:13]([O:15][CH2:16][CH2:17][O:18][CH2:19][N:20]1[C:24]([C:25]([O:27][CH2:28][CH3:29])=[O:26])=[CH:23][C:22]2[O:30][CH:31]=[CH:32][C:21]1=2)=[O:14], predict the reactants needed to synthesize it. The reactants are: O=C1C2C(=CC=CC=2)C(=O)[N:3]1[C@H:12]([CH:33]([CH3:35])[CH3:34])[C:13]([O:15][CH2:16][CH2:17][O:18][CH2:19][N:20]1[C:24]([C:25]([O:27][CH2:28][CH3:29])=[O:26])=[CH:23][C:22]2[O:30][CH:31]=[CH:32][C:21]1=2)=[O:14].NN.O.